From a dataset of Peptide-MHC class I binding affinity with 185,985 pairs from IEDB/IMGT. Regression. Given a peptide amino acid sequence and an MHC pseudo amino acid sequence, predict their binding affinity value. This is MHC class I binding data. (1) The peptide sequence is YMIDPSGVSY. The MHC is HLA-B57:01 with pseudo-sequence HLA-B57:01. The binding affinity (normalized) is 0.0423. (2) The binding affinity (normalized) is 0.184. The peptide sequence is SSGCYIHFF. The MHC is HLA-A30:01 with pseudo-sequence HLA-A30:01.